This data is from Reaction yield outcomes from USPTO patents with 853,638 reactions. The task is: Predict the reaction yield, written as a fraction of the theoretical maximum amount of product (1.0 means a 100% yield; for example, 0.34 means a 34% yield). (1) The reactants are C([N:4]([C:8]1[C:13](Br)=[CH:12][CH:11]=[CH:10][N:9]=1)C(=O)C)(=O)C.N1CCC[C@H]1C(O)=O.C(=O)([O-])[O-].[Cs+].[Cs+].[C:29]([O:35][C:36]([CH3:39])([CH3:38])[CH3:37])(=[O:34])[CH2:30][C:31]([CH3:33])=O. The catalyst is [Cu]I.O1CCOCC1. The product is [CH3:33][C:31]1[NH:4][C:8]2=[N:9][CH:10]=[CH:11][CH:12]=[C:13]2[C:30]=1[C:29]([O:35][C:36]([CH3:39])([CH3:38])[CH3:37])=[O:34]. The yield is 0.202. (2) The catalyst is CN(C)C=O. The product is [C:62]([O:15][C:16]([NH:18][CH2:19][C:20]1[N:21]([CH2:48][CH:49]([CH3:50])[CH3:51])[C:22](=[O:47])[C:23]2[C:28]([C:29]=1[C:30]1[CH:31]=[CH:32][CH:33]=[CH:34][CH:35]=1)=[CH:27][C:26]([C:36]1[S:37][C:38]([C:42]([O:44][CH2:45][CH3:46])=[O:43])=[C:39]([CH3:41])[N:40]=1)=[CH:25][CH:24]=2)=[O:17])([CH3:65])([CH3:64])[CH3:63]. The yield is 0.765. The reactants are C1C2C(C[O:15][C:16]([NH:18][CH2:19][C:20]3[N:21]([CH2:48][CH:49]([CH3:51])[CH3:50])[C:22](=[O:47])[C:23]4[C:28]([C:29]=3[C:30]3[CH:35]=[CH:34][CH:33]=[CH:32][CH:31]=3)=[CH:27][C:26]([C:36]3[S:37][C:38]([C:42]([O:44][CH2:45][CH3:46])=[O:43])=[C:39]([CH3:41])[N:40]=3)=[CH:25][CH:24]=4)=[O:17])C3C(=CC=CC=3)C=2C=CC=1.N1C=CC=CC=1.O.C(OC(O[C:62]([CH3:65])([CH3:64])[CH3:63])=O)(O[C:62]([CH3:65])([CH3:64])[CH3:63])=O.